This data is from Reaction yield outcomes from USPTO patents with 853,638 reactions. The task is: Predict the reaction yield, written as a fraction of the theoretical maximum amount of product (1.0 means a 100% yield; for example, 0.34 means a 34% yield). (1) The catalyst is C(Cl)(Cl)Cl. The product is [Cl:19][C:12]1[C:11]([NH:10][C:26](=[O:27])[CH2:25][O:24][C:21](=[O:23])[CH3:22])=[C:16]([Cl:17])[CH:15]=[C:14]([CH3:18])[N:13]=1. The reactants are CN(C)C1C=CC=CC=1.[NH2:10][C:11]1[C:12]([Cl:19])=[N:13][C:14]([CH3:18])=[CH:15][C:16]=1[Cl:17].O.[C:21]([O:24][CH2:25][C:26](Cl)=[O:27])(=[O:23])[CH3:22]. The yield is 0.844. (2) The reactants are Cl([O-])(=O)(=O)=O.[Mg+2].Cl([O-])(=O)(=O)=O.[CH:12]12[O:18][CH:13]1[CH2:14][CH2:15][CH2:16][CH2:17]2.[S:19]1[CH2:23][CH2:22][NH:21][CH2:20]1. The catalyst is C(#N)C. The yield is 0.470. The product is [S:19]1[CH2:23][CH2:22][N:21]([C@H:13]2[CH2:14][CH2:15][CH2:16][CH2:17][C@@H:12]2[OH:18])[CH2:20]1. (3) The reactants are [H-].[Na+].[CH2:3]1COCC1.[NH:8]1[C:16]2[C:11](=[CH:12][CH:13]=[CH:14][CH:15]=2)[C:10]([CH:17]2[CH2:22][CH2:21][N:20]([CH2:23][CH2:24][N:25]3[C:30](=[O:31])[C:29]4[CH:32]=[CH:33][CH:34]=[CH:35][C:28]=4[N:27]=[N:26]3)[CH2:19][CH2:18]2)=[CH:9]1.IC. The catalyst is O. The product is [CH3:3][N:8]1[C:16]2[C:11](=[CH:12][CH:13]=[CH:14][CH:15]=2)[C:10]([CH:17]2[CH2:22][CH2:21][N:20]([CH2:23][CH2:24][N:25]3[C:30](=[O:31])[C:29]4[CH:32]=[CH:33][CH:34]=[CH:35][C:28]=4[N:27]=[N:26]3)[CH2:19][CH2:18]2)=[CH:9]1. The yield is 0.410. (4) The reactants are [F:1][C:2]1[CH:7]=[CH:6][C:5]([N+:8]([O-])=O)=[CH:4][C:3]=1[S:11]([NH:14][CH3:15])(=[O:13])=[O:12]. The catalyst is CO.[Pd]. The product is [NH2:8][C:5]1[CH:6]=[CH:7][C:2]([F:1])=[C:3]([S:11]([NH:14][CH3:15])(=[O:13])=[O:12])[CH:4]=1. The yield is 0.960. (5) The reactants are [H-].[Al+3].[Li+].[H-].[H-].[H-].[C:7]([N:15]1[CH2:28][CH2:27][C:26]2[C:25]3[CH:24]=[CH:23][CH:22]=[C:21]([C:29]4[CH:34]=[CH:33][CH:32]=[CH:31][CH:30]=4)[C:20]=3[NH:19][C:18]=2[CH2:17][CH2:16]1)(=O)[C:8]1[CH:13]=[CH:12][CH:11]=[CH:10][CH:9]=1.O.[OH-].[Na+]. The catalyst is O1CCCC1. The product is [CH2:7]([N:15]1[CH2:28][CH2:27][C:26]2[C:25]3[CH:24]=[CH:23][CH:22]=[C:21]([C:29]4[CH:34]=[CH:33][CH:32]=[CH:31][CH:30]=4)[C:20]=3[NH:19][C:18]=2[CH2:17][CH2:16]1)[C:8]1[CH:9]=[CH:10][CH:11]=[CH:12][CH:13]=1. The yield is 0.920. (6) The reactants are [CH3:1][C:2]1[CH:3]=[N:4][CH:5]=[C:6]([CH3:30])[C:7]=1[C:8]1[C:13]([CH3:14])=[CH:12][C:11]([N:15]=C(C2C=CC=CC=2)C2C=CC=CC=2)=[CH:10][C:9]=1[CH3:29].CC([O-])=O.[Na+].Cl.NO. The catalyst is CO. The product is [CH3:1][C:2]1[CH:3]=[N:4][CH:5]=[C:6]([CH3:30])[C:7]=1[C:8]1[C:13]([CH3:14])=[CH:12][C:11]([NH2:15])=[CH:10][C:9]=1[CH3:29]. The yield is 0.990. (7) The reactants are [CH3:1][N:2]1[CH:6]=[C:5]([C:7]([O:9]CC)=O)[C:4](=[O:12])[N:3]1[C:13]1[CH:18]=[CH:17][CH:16]=[CH:15][CH:14]=1.[OH-].[Na+].Cl.[CH3:22][O:23][C:24]1[CH:33]=[C:32]2[C:27]([C:28]([O:34][C:35]3[CH:36]=[CH:37][C:38]([NH2:41])=[N:39][CH:40]=3)=[CH:29][CH:30]=[N:31]2)=[CH:26][CH:25]=1.CCN(CC)CC.CN(C(ON1N=NC2C=CC=NC1=2)=[N+](C)C)C.F[P-](F)(F)(F)(F)F. The catalyst is CO.O.CN(C=O)C.CCOC(C)=O.ClCCl. The product is [CH3:22][O:23][C:24]1[CH:33]=[C:32]2[C:27]([C:28]([O:34][C:35]3[CH:36]=[CH:37][C:38]([NH:41][C:7]([C:5]4[C:4](=[O:12])[N:3]([C:13]5[CH:14]=[CH:15][CH:16]=[CH:17][CH:18]=5)[N:2]([CH3:1])[CH:6]=4)=[O:9])=[N:39][CH:40]=3)=[CH:29][CH:30]=[N:31]2)=[CH:26][CH:25]=1. The yield is 0.200.